Dataset: Reaction yield outcomes from USPTO patents with 853,638 reactions. Task: Predict the reaction yield, written as a fraction of the theoretical maximum amount of product (1.0 means a 100% yield; for example, 0.34 means a 34% yield). (1) The reactants are [C:1](=O)([O-])[O-].[Na+].[Na+].O.Br[C:9]1[C:10]([CH:19]([OH:23])[C:20]([O-:22])=[O:21])=[C:11]2[C:16](=[CH:17][CH:18]=1)[N:15]=[CH:14][CH:13]=[CH:12]2.CC1(C)C(C)(C)OB([C:32]2[CH:33]=[C:34]3[C:39](=[CH:40][CH:41]=2)[O:38][CH2:37][CH2:36][CH2:35]3)O1. The catalyst is CN(C)C=O.C1(P(C2C=CC=CC=2)C2C=CC=CC=2)C=CC=CC=1.C1(P(C2C=CC=CC=2)C2C=CC=CC=2)C=CC=CC=1.C1(P(C2C=CC=CC=2)C2C=CC=CC=2)C=CC=CC=1.C1(P(C2C=CC=CC=2)C2C=CC=CC=2)C=CC=CC=1.[Pd]. The product is [O:38]1[C:39]2[CH:40]=[CH:41][C:32]([C:9]3[C:10]([CH:19]([OH:23])[C:20]([O:22][CH3:1])=[O:21])=[C:11]4[C:16](=[CH:17][CH:18]=3)[N:15]=[CH:14][CH:13]=[CH:12]4)=[CH:33][C:34]=2[CH2:35][CH2:36][CH2:37]1. The yield is 0.390. (2) The reactants are Br[N:2]1[C:10]2[C:5](=[CH:6][CH:7]=[CH:8][CH:9]=2)[CH:4]=[C:3]1[C:11]1[CH:12]=[N:13][CH:14]=[CH:15][C:16]=1[CH3:17].[B:18]1([B:18]2[O:22][C:21]([CH3:24])([CH3:23])[C:20]([CH3:26])([CH3:25])[O:19]2)[O:22][C:21]([CH3:24])([CH3:23])[C:20]([CH3:26])([CH3:25])[O:19]1.C([O-])(=O)C.[K+]. The catalyst is O1CCOCC1. The product is [CH3:17][C:16]1[CH:15]=[CH:14][N:13]=[CH:12][C:11]=1[C:3]1[NH:2][C:10]2[C:5]([CH:4]=1)=[CH:6][C:7]([B:18]1[O:22][C:21]([CH3:24])([CH3:23])[C:20]([CH3:26])([CH3:25])[O:19]1)=[CH:8][CH:9]=2. The yield is 0.620.